Dataset: NCI-60 drug combinations with 297,098 pairs across 59 cell lines. Task: Regression. Given two drug SMILES strings and cell line genomic features, predict the synergy score measuring deviation from expected non-interaction effect. Drug 1: CCC(=C(C1=CC=CC=C1)C2=CC=C(C=C2)OCCN(C)C)C3=CC=CC=C3.C(C(=O)O)C(CC(=O)O)(C(=O)O)O. Drug 2: C1C(C(OC1N2C=NC3=C2NC=NCC3O)CO)O. Cell line: DU-145. Synergy scores: CSS=-0.715, Synergy_ZIP=-2.98, Synergy_Bliss=-4.13, Synergy_Loewe=-3.46, Synergy_HSA=-3.33.